Dataset: Reaction yield outcomes from USPTO patents with 853,638 reactions. Task: Predict the reaction yield, written as a fraction of the theoretical maximum amount of product (1.0 means a 100% yield; for example, 0.34 means a 34% yield). (1) The reactants are [C:1]([O:5][C:6]([N:8]1[CH:14]([C:15](=O)[NH:16][CH2:17][C:18]([C:20]2[CH:25]=[CH:24][C:23]([Br:26])=[CH:22][CH:21]=2)=O)[CH2:13][C:10]2([CH2:12][CH2:11]2)[CH2:9]1)=[O:7])([CH3:4])([CH3:3])[CH3:2].C([O-])(=O)C.[NH4+:32]. The catalyst is CCOC(C)=O. The product is [C:1]([O:5][C:6]([N:8]1[CH:14]([C:15]2[NH:32][C:18]([C:20]3[CH:25]=[CH:24][C:23]([Br:26])=[CH:22][CH:21]=3)=[CH:17][N:16]=2)[CH2:13][C:10]2([CH2:12][CH2:11]2)[CH2:9]1)=[O:7])([CH3:4])([CH3:3])[CH3:2]. The yield is 0.610. (2) The reactants are [Cl:1][CH2:2][CH2:3][CH2:4][C:5]([NH:7][NH:8][C:9]1[CH:14]=[CH:13][CH:12]=[CH:11][CH:10]=1)=[O:6].C([O-])([O-])=O.[Na+].[Na+].Cl[C:22](=[O:29])[CH2:23][C:24]([O:26][CH2:27][CH3:28])=[O:25]. The catalyst is C(Cl)Cl. The product is [Cl:1][CH2:2][CH2:3][CH2:4][C:5]([NH:7][N:8]([C:22](=[O:29])[CH2:23][C:24]([O:26][CH2:27][CH3:28])=[O:25])[C:9]1[CH:14]=[CH:13][CH:12]=[CH:11][CH:10]=1)=[O:6]. The yield is 0.340.